From a dataset of Reaction yield outcomes from USPTO patents with 853,638 reactions. Predict the reaction yield, written as a fraction of the theoretical maximum amount of product (1.0 means a 100% yield; for example, 0.34 means a 34% yield). (1) The reactants are [CH3:1][C:2]1[CH:11]=[CH:10][CH:9]=[C:8]2[C:3]=1[C:4](=O)[NH:5][CH:6]=[N:7]2.O=P(Cl)(Cl)[Cl:15]. The catalyst is C1(C)C=CC=CC=1. The product is [Cl:15][C:4]1[C:3]2[C:8](=[CH:9][CH:10]=[CH:11][C:2]=2[CH3:1])[N:7]=[CH:6][N:5]=1. The yield is 0.850. (2) The yield is 0.700. The reactants are [C:1]([CH2:3][C:4]1[S:5][CH:6]=[CH:7][C:8]=1[C:9]#[N:10])#[N:2].[BrH:11].[OH-].[Na+]. The catalyst is C(O)(=O)C. The product is [NH2:2][C:1]1[N:10]=[C:9]([Br:11])[C:8]2[CH:7]=[CH:6][S:5][C:4]=2[CH:3]=1. (3) The yield is 0.810. The catalyst is O. The product is [Cl:1][C:2]1[C:7]([OH:8])=[CH:6][CH:5]=[C:4]([CH2:9][OH:10])[N:3]=1. The reactants are [Cl:1][C:2]1[C:7]([OH:8])=[CH:6][CH:5]=[CH:4][N:3]=1.[C:9]([O-])(O)=[O:10].[Na+].C=O.Cl. (4) The reactants are [CH3:1][O:2][C:3](=[O:16])[C:4]1[CH:9]=[C:8](I)[C:7]([C:11]([F:14])([F:13])[F:12])=[CH:6][C:5]=1[NH2:15].[CH3:17][N:18]1[CH:22]=[C:21](B2OC(C)(C)C(C)(C)O2)[CH:20]=[N:19]1.C([O-])([O-])=O.[K+].[K+].C1(P(C2C=CC=CC=2)C2C=CC=CC=2)C=CC=CC=1. The catalyst is O1CCOCC1. The product is [CH3:1][O:2][C:3](=[O:16])[C:4]1[CH:9]=[C:8]([C:21]2[CH:20]=[N:19][N:18]([CH3:17])[CH:22]=2)[C:7]([C:11]([F:14])([F:13])[F:12])=[CH:6][C:5]=1[NH2:15]. The yield is 0.660. (5) The reactants are [NH2:1][C:2]1[C:3]([C:8]([NH:10][O:11][CH3:12])=[O:9])=[N:4][CH:5]=[CH:6][CH:7]=1.S(=O)(=O)(O)O.[Br:18]Br. The catalyst is O.CC(O)=O. The product is [NH2:1][C:2]1[C:3]([C:8]([NH:10][O:11][CH3:12])=[O:9])=[N:4][C:5]([Br:18])=[CH:6][CH:7]=1. The yield is 0.590. (6) The reactants are [Cl:1][C:2]1[N:6]([CH2:7][C:8]2[N:9]=[C:10]3[S:17][C:16]([O:18][CH3:19])=[C:15]([C:20]([O:22]CC)=[CH2:21])[N:11]3[C:12](=[O:14])[CH:13]=2)[N:5]=[C:4]([C:25]([F:28])([F:27])[F:26])[CH:3]=1.Cl. The product is [C:20]([C:15]1[N:11]2[C:12](=[O:14])[CH:13]=[C:8]([CH2:7][N:6]3[C:2]([Cl:1])=[CH:3][C:4]([C:25]([F:28])([F:27])[F:26])=[N:5]3)[N:9]=[C:10]2[S:17][C:16]=1[O:18][CH3:19])(=[O:22])[CH3:21]. The yield is 0.380. The catalyst is ClCCl.O1CCOCC1. (7) The reactants are [OH:1][C@@H:2]1[CH2:6][CH2:5][CH2:4][C@H:3]1[NH:7][C:8]1[N:16]=[CH:15][N:14]=[C:13]2[C:9]=1[N:10]=[CH:11][N:12]2[CH:17]1[C@H:21]([OH:22])[C@H:20]([OH:23])[C@@H:19]([CH2:24]Cl)[O:18]1.C(N(CC)CC)C.[H-].[Ca+2].[H-].[F:36][C:37]1[CH:42]=[CH:41][CH:40]=[CH:39][C:38]=1[SH:43]. The catalyst is CN(C)C=O. The product is [OH:1][C@@H:2]1[CH2:6][CH2:5][CH2:4][C@H:3]1[NH:7][C:8]1[N:16]=[CH:15][N:14]=[C:13]2[C:9]=1[N:10]=[CH:11][N:12]2[CH:17]1[C@H:21]([OH:22])[C@H:20]([OH:23])[C@@H:19]([CH2:24][S:43][C:38]2[CH:39]=[CH:40][CH:41]=[CH:42][C:37]=2[F:36])[O:18]1. The yield is 0.630. (8) The reactants are Br[C:2]1[C:10]2[S:9][C:8]([NH:11][C:12]([C:14]3[S:15][C:16]([CH3:19])=[CH:17][CH:18]=3)=[O:13])=[N:7][C:6]=2[C:5]([O:20][CH3:21])=[CH:4][CH:3]=1.[N:22]1[CH:27]=[CH:26][C:25](B(O)O)=[CH:24][CH:23]=1. No catalyst specified. The product is [CH3:21][O:20][C:5]1[C:6]2[N:7]=[C:8]([NH:11][C:12]([C:14]3[S:15][C:16]([CH3:19])=[CH:17][CH:18]=3)=[O:13])[S:9][C:10]=2[C:2]([C:24]2[CH:23]=[N:22][CH:27]=[CH:26][CH:25]=2)=[CH:3][CH:4]=1. The yield is 0.0800.